From a dataset of Full USPTO retrosynthesis dataset with 1.9M reactions from patents (1976-2016). Predict the reactants needed to synthesize the given product. The reactants are: F[C:2]1[C:7]([F:8])=[CH:6][C:5]([F:9])=[C:4](F)[N:3]=1.[CH3:11][OH:12].[CH3:13][O-:14].[Na+]. Given the product [F:8][C:7]1[C:2]([O:14][CH3:13])=[N:3][C:4]([O:12][CH3:11])=[C:5]([F:9])[CH:6]=1, predict the reactants needed to synthesize it.